Dataset: Reaction yield outcomes from USPTO patents with 853,638 reactions. Task: Predict the reaction yield, written as a fraction of the theoretical maximum amount of product (1.0 means a 100% yield; for example, 0.34 means a 34% yield). (1) The catalyst is C(Cl)Cl. The product is [NH2:42][C:39]1[CH:40]=[CH:41][C:36]([C:34]([NH:33][C:29]2[CH:30]=[CH:31][CH:32]=[C:27]([NH:26][C:5]3[CH:4]=[CH:3][C:2]([Cl:1])=[C:7]([C:8]4[C:16]5[C:11](=[CH:12][CH:13]=[CH:14][CH:15]=5)[N:10]([S:17]([C:20]5[CH:21]=[CH:22][CH:23]=[CH:24][CH:25]=5)(=[O:19])=[O:18])[CH:9]=4)[N:6]=3)[CH:28]=2)=[O:35])=[CH:37][CH:38]=1. The reactants are [Cl:1][C:2]1[CH:3]=[CH:4][C:5]([NH:26][C:27]2[CH:28]=[C:29]([NH:33][C:34]([C:36]3[CH:41]=[CH:40][C:39]([NH:42]C(=O)OC(C)(C)C)=[CH:38][CH:37]=3)=[O:35])[CH:30]=[CH:31][CH:32]=2)=[N:6][C:7]=1[C:8]1[C:16]2[C:11](=[CH:12][CH:13]=[CH:14][CH:15]=2)[N:10]([S:17]([C:20]2[CH:25]=[CH:24][CH:23]=[CH:22][CH:21]=2)(=[O:19])=[O:18])[CH:9]=1.C(O)(C(F)(F)F)=O. The yield is 0.660. (2) The catalyst is C1COCC1. The yield is 0.840. The product is [CH2:1]([N:8]1[C:12](=[O:13])[C@@H:11]([CH3:17])[CH2:10][C@@H:9]1[C:14]([OH:16])=[O:15])[C:2]1[CH:7]=[CH:6][CH:5]=[CH:4][CH:3]=1. The reactants are [CH2:1]([N:8]1[C:12](=[O:13])[CH2:11][CH2:10][C@@H:9]1[C:14]([OH:16])=[O:15])[C:2]1[CH:7]=[CH:6][CH:5]=[CH:4][CH:3]=1.[CH3:17][Si]([N-][Si](C)(C)C)(C)C.[Li+].IC.Cl. (3) The reactants are [NH2:1][C:2]1[CH:7]=[C:6]([CH2:8][C:9]([O:11][CH2:12][CH3:13])=[O:10])[C:5]([Br:14])=[CH:4][N:3]=1.C1COCC1.[C:20]([N:28]=[C:29]=[S:30])(=[O:27])[C:21]1[CH:26]=[CH:25][CH:24]=[CH:23][CH:22]=1. The catalyst is C(OCC)(=O)C.CCCCCC. The product is [C:20]([NH:28][C:29](=[S:30])[NH:1][C:2]1[CH:7]=[C:6]([CH2:8][C:9]([O:11][CH2:12][CH3:13])=[O:10])[C:5]([Br:14])=[CH:4][N:3]=1)(=[O:27])[C:21]1[CH:26]=[CH:25][CH:24]=[CH:23][CH:22]=1. The yield is 0.852. (4) The reactants are Cl.CCOCC.C(OC(=O)[NH:13][C@H:14]([C:17](=[O:44])[NH:18][C@@H:19]1[C:25](=[O:26])[N:24]([CH2:27][C:28]2[C:37]3[C:32](=[CH:33][CH:34]=[CH:35][CH:36]=3)[N:31]=[CH:30][C:29]=2[O:38][CH3:39])[C:23]2[CH:40]=[CH:41][CH:42]=[CH:43][C:22]=2[CH2:21][CH2:20]1)[CH2:15][CH3:16])(C)(C)C. The catalyst is CO. The product is [NH2:13][C@@H:14]([CH2:15][CH3:16])[C:17]([NH:18][C@@H:19]1[C:25](=[O:26])[N:24]([CH2:27][C:28]2[C:37]3[C:32](=[CH:33][CH:34]=[CH:35][CH:36]=3)[N:31]=[CH:30][C:29]=2[O:38][CH3:39])[C:23]2[CH:40]=[CH:41][CH:42]=[CH:43][C:22]=2[CH2:21][CH2:20]1)=[O:44]. The yield is 0.930. (5) The reactants are [C:1]([C:3]1[C:4]([NH2:9])=[N:5][CH:6]=[CH:7][CH:8]=1)#[CH:2].[Br:10][C:11]1[CH:16]=[CH:15][C:14]([CH2:17][C:18](Cl)=[N:19][OH:20])=[CH:13][CH:12]=1.C(N(CC)CC)C. The catalyst is O1CCCC1. The product is [Br:10][C:11]1[CH:12]=[CH:13][C:14]([CH2:17][C:18]2[CH:2]=[C:1]([C:3]3[C:4]([NH2:9])=[N:5][CH:6]=[CH:7][CH:8]=3)[O:20][N:19]=2)=[CH:15][CH:16]=1. The yield is 0.240. (6) The reactants are [Si]([O:8][CH:9]([C:22]1[NH:23][C:24]([C:27]2[CH:32]=[CH:31][CH:30]=[CH:29][N:28]=2)=[N:25][N:26]=1)[CH2:10][CH2:11][CH2:12][CH2:13][CH2:14][CH2:15][C:16]1[CH:21]=[CH:20][CH:19]=[CH:18][CH:17]=1)(C(C)(C)C)(C)C.[H-].[Na+].CI.N#N.[N+](CCCC)(CCCC)(CCCC)[CH2:40]CCC.[F-]. The catalyst is CC#N.C1COCC1.CCOC(C)=O. The product is [CH3:40][N:26]1[C:22]([CH:9]([OH:8])[CH2:10][CH2:11][CH2:12][CH2:13][CH2:14][CH2:15][C:16]2[CH:21]=[CH:20][CH:19]=[CH:18][CH:17]=2)=[N:23][C:24]([C:27]2[CH:32]=[CH:31][CH:30]=[CH:29][N:28]=2)=[N:25]1. The yield is 0.640. (7) The reactants are [CH3:1][C:2]1[O:6][N:5]=[C:4]([C:7]2[CH:12]=[CH:11][CH:10]=[CH:9][CH:8]=2)[C:3]=1[C:13]1[N:17]2[CH2:18][C:19]3[C:24]([C:16]2=[N:15][N:14]=1)=[CH:23][C:22]([C:25]1[CH2:26][CH2:27][NH:28][CH2:29][CH:30]=1)=[CH:21][CH:20]=3.C=O.[C:33]([BH3-])#N.[Na+]. The catalyst is CO. The product is [CH3:1][C:2]1[O:6][N:5]=[C:4]([C:7]2[CH:12]=[CH:11][CH:10]=[CH:9][CH:8]=2)[C:3]=1[C:13]1[N:17]2[CH2:18][C:19]3[C:24]([C:16]2=[N:15][N:14]=1)=[CH:23][C:22]([C:25]1[CH2:26][CH2:27][N:28]([CH3:33])[CH2:29][CH:30]=1)=[CH:21][CH:20]=3. The yield is 0.410.